The task is: Predict the product of the given reaction.. This data is from Forward reaction prediction with 1.9M reactions from USPTO patents (1976-2016). (1) Given the reactants [F:1][C:2]1[CH:7]=[CH:6][CH:5]=[CH:4][C:3]=1[CH:8]1[CH2:13][C:12](=[O:14])[C:11]([CH3:16])([CH3:15])[CH2:10][N:9]1[CH2:17][C:18]1[S:19][CH:20]=[CH:21][CH:22]=1.[OH-].[Na+].[N:25]1[CH:30]=[CH:29][CH:28]=[C:27](C=O)[CH:26]=1.Cl.[CH3:34]O, predict the reaction product. The product is: [F:1][C:2]1[CH:7]=[CH:6][CH:5]=[CH:4][C:3]=1[CH:8]1[C:13](=[CH:34][C:30]2[CH:29]=[CH:28][CH:27]=[CH:26][N:25]=2)[C:12](=[O:14])[C:11]([CH3:15])([CH3:16])[CH2:10][N:9]1[CH2:17][C:18]1[S:19][CH:20]=[CH:21][CH:22]=1. (2) Given the reactants [N+:1]([C:4]1[CH:14]=[CH:13][C:7]([O:8][CH2:9][C:10]([OH:12])=O)=[CH:6][CH:5]=1)([O-:3])=[O:2].Cl.C([N:18](CC)[CH2:19][CH3:20])C.CC[N:25]=C=NCCCN(C)C.Cl.C(N(C(C)C)CC)(C)C, predict the reaction product. The product is: [N+:1]([C:4]1[CH:5]=[CH:6][C:7]([O:8][CH2:9][C:10]2[O:12][N:25]=[C:19]([CH3:20])[N:18]=2)=[CH:13][CH:14]=1)([O-:3])=[O:2]. (3) The product is: [Si:16]([O:19][CH:20]([C:31]1[CH:36]=[CH:35][CH:34]=[C:33]([Cl:37])[CH:32]=1)[C:21]1[CH:25]=[C:24]([CH:26]2[O:30][CH2:29][CH2:28][O:27]2)[S:23][C:22]=1[CH:41]=[O:42])([C:12]([CH3:15])([CH3:13])[CH3:14])([CH3:18])[CH3:17]. Given the reactants [Li]CCCC.CCCCCC.[C:12]([Si:16]([O:19][CH:20]([C:31]1[CH:36]=[CH:35][CH:34]=[C:33]([Cl:37])[CH:32]=1)[C:21]1[CH:25]=[C:24]([CH:26]2[O:30][CH2:29][CH2:28][O:27]2)[S:23][CH:22]=1)([CH3:18])[CH3:17])([CH3:15])([CH3:14])[CH3:13].CN([CH:41]=[O:42])C, predict the reaction product. (4) The product is: [C:1]([O:5][C:6]([NH:8][CH2:9][C:10]1[N:11]([CH2:35][CH:36]([CH3:37])[CH3:38])[C:12](=[O:34])[C:13]2[C:18]([C:19]=1[C:20]1[CH:25]=[CH:24][CH:23]=[CH:22][CH:21]=1)=[CH:17][C:16]([C:26]1[S:27][CH:28]=[C:29]([NH:58][C:61](=[O:46])[O:77][CH2:76][CH:74]3[C:75]4[CH:63]=[CH:64][CH:65]=[CH:66][C:67]=4[C:68]4[C:73]3=[CH:72][CH:71]=[CH:70][CH:69]=4)[N:30]=1)=[CH:15][CH:14]=2)=[O:7])([CH3:4])([CH3:2])[CH3:3]. Given the reactants [C:1]([O:5][C:6]([NH:8][CH2:9][C:10]1[N:11]([CH2:35][CH:36]([CH3:38])[CH3:37])[C:12](=[O:34])[C:13]2[C:18]([C:19]=1[C:20]1[CH:25]=[CH:24][CH:23]=[CH:22][CH:21]=1)=[CH:17][C:16]([C:26]1[S:27][CH:28]=[C:29](C(O)=O)[N:30]=1)=[CH:15][CH:14]=2)=[O:7])([CH3:4])([CH3:3])[CH3:2].C1(P(N=[N+]=[N-])(C2C=CC=CC=2)=[O:46])C=CC=CC=1.C([N:58]([CH2:61]C)CC)C.[CH:63]1[C:75]2[CH:74]([CH2:76][OH:77])[C:73]3[C:68](=[CH:69][CH:70]=[CH:71][CH:72]=3)[C:67]=2[CH:66]=[CH:65][CH:64]=1, predict the reaction product. (5) Given the reactants Cl[C:2]1[N:7]=[C:6]([CH3:8])[C:5]([C:9]([O:11][CH3:12])=[O:10])=[C:4]([C:13]2[CH:14]=[N:15][N:16]([CH3:18])[CH:17]=2)[N:3]=1.[NH2:19][C@@H:20]1[CH2:25][CH2:24][CH2:23][CH2:22][C@@H:21]1[NH:26][C:27](=[O:33])[O:28][C:29]([CH3:32])([CH3:31])[CH3:30].CCN(CC)CC, predict the reaction product. The product is: [C:29]([O:28][C:27]([NH:26][C@H:21]1[CH2:22][CH2:23][CH2:24][CH2:25][C@H:20]1[NH:19][C:2]1[N:7]=[C:6]([CH3:8])[C:5]([C:9]([O:11][CH3:12])=[O:10])=[C:4]([C:13]2[CH:14]=[N:15][N:16]([CH3:18])[CH:17]=2)[N:3]=1)=[O:33])([CH3:32])([CH3:30])[CH3:31]. (6) Given the reactants COCN[C:5]([C:7]1[C:8]([NH:17][C:18]2[CH:23]=[CH:22][C:21]([Br:24])=[CH:20][C:19]=2[F:25])=[CH:9][C:10](=[O:16])[N:11]2[C:15]=1[CH2:14][CH2:13][CH2:12]2)=[O:6], predict the reaction product. The product is: [Br:24][C:21]1[CH:22]=[CH:23][C:18]([NH:17][C:8]2[C:7]([CH:5]=[O:6])=[C:15]3[N:11]([CH2:12][CH2:13][CH2:14]3)[C:10](=[O:16])[CH:9]=2)=[C:19]([F:25])[CH:20]=1. (7) Given the reactants [Cl:1][C:2]1[N:7]=[C:6](Cl)[C:5]([Cl:9])=[CH:4][N:3]=1.[NH2:10][CH:11]1[CH2:28][CH2:27][C:14]2([CH2:19][CH2:18][N:17]([C:20]([O:22][C:23]([CH3:26])([CH3:25])[CH3:24])=[O:21])[CH2:16][CH2:15]2)[CH2:13][CH2:12]1.CCN(CC)CC, predict the reaction product. The product is: [Cl:1][C:2]1[N:7]=[C:6]([NH:10][CH:11]2[CH2:12][CH2:13][C:14]3([CH2:19][CH2:18][N:17]([C:20]([O:22][C:23]([CH3:24])([CH3:25])[CH3:26])=[O:21])[CH2:16][CH2:15]3)[CH2:27][CH2:28]2)[C:5]([Cl:9])=[CH:4][N:3]=1. (8) Given the reactants C(O[C:4](=[O:18])[C:5]([C:8]1[CH:9]=[N:10][C:11]([C:14]([F:17])([F:16])[F:15])=[CH:12][CH:13]=1)=[CH:6]O)C.[NH:19]([C:21]1[CH:26]=[CH:25][CH:24]=[CH:23][N:22]=1)[NH2:20].C([O-])C.[Na+].Cl, predict the reaction product. The product is: [N:22]1[CH:23]=[CH:24][CH:25]=[CH:26][C:21]=1[N:19]1[C:4](=[O:18])[C:5]([C:8]2[CH:9]=[N:10][C:11]([C:14]([F:15])([F:16])[F:17])=[CH:12][CH:13]=2)=[CH:6][NH:20]1. (9) Given the reactants [C:1]([C:5]1[C:6]([Cl:27])=[C:7]([C:11]2[NH:15][C:14]3[CH:16]=[CH:17][C:18]([C:20]4[CH:25]=[CH:24][CH:23]=[CH:22][C:21]=4[F:26])=[CH:19][C:13]=3[N:12]=2)[N:8]([CH3:10])[N:9]=1)([CH3:4])([CH3:3])[CH3:2].Cl, predict the reaction product. The product is: [ClH:27].[C:1]([C:5]1[C:6]([Cl:27])=[C:7]([C:11]2[NH:15][C:14]3[CH:16]=[CH:17][C:18]([C:20]4[CH:25]=[CH:24][CH:23]=[CH:22][C:21]=4[F:26])=[CH:19][C:13]=3[N:12]=2)[N:8]([CH3:10])[N:9]=1)([CH3:4])([CH3:2])[CH3:3].